Task: Predict the product of the given reaction.. Dataset: Forward reaction prediction with 1.9M reactions from USPTO patents (1976-2016) Given the reactants [CH3:1][C:2]1([CH3:11])[CH2:7][CH:6]([OH:8])[CH2:5][C:4]([CH3:10])([CH3:9])[NH:3]1.[C:12](=[O:15])([O-])[O-].[Na+].[Na+].OO.F[B-](F)(F)F.[H+].S([O-])([O-])=O.[Na+].[Na+], predict the reaction product. The product is: [CH:12]1([O:15][N:3]2[C:4]([CH3:10])([CH3:9])[CH2:5][CH:6]([OH:8])[CH2:7][C:2]2([CH3:11])[CH3:1])[CH2:7][CH2:6][CH2:5][CH2:4][CH2:9]1.